This data is from Full USPTO retrosynthesis dataset with 1.9M reactions from patents (1976-2016). The task is: Predict the reactants needed to synthesize the given product. The reactants are: O1[C@H](CO)[C@@H](O)[C@H](O)C=C1.[CH2:11]([O:18][C@@H:19]1[C@@H:24]([O:25][CH2:26][C:27]2[CH:32]=[CH:31][CH:30]=[CH:29][CH:28]=2)[C@H:23]([O:33][CH2:34][C:35]2[CH:40]=[CH:39][CH:38]=[CH:37][CH:36]=2)[C@@H:22]([CH2:41][O:42][CH2:43][C:44]2[CH:49]=[CH:48][CH:47]=[CH:46][CH:45]=2)[O:21][C@H:20]1[C:50]1[CH:55]=[CH:54][C:53]([Cl:56])=[C:52]([CH2:57][C:58]2[S:59][C:60](Br)=[CH:61][CH:62]=2)[CH:51]=1)[C:12]1[CH:17]=[CH:16][CH:15]=[CH:14][CH:13]=1.C([Sn](CCCC)(CCCC)[C:69]1[N:74]=[CH:73][CH:72]=[CH:71][N:70]=1)CCC.O. Given the product [CH2:11]([O:18][C@@H:19]1[C@@H:24]([O:25][CH2:26][C:27]2[CH:32]=[CH:31][CH:30]=[CH:29][CH:28]=2)[C@H:23]([O:33][CH2:34][C:35]2[CH:40]=[CH:39][CH:38]=[CH:37][CH:36]=2)[C@@H:22]([CH2:41][O:42][CH2:43][C:44]2[CH:49]=[CH:48][CH:47]=[CH:46][CH:45]=2)[O:21][C@H:20]1[C:50]1[CH:55]=[CH:54][C:53]([Cl:56])=[C:52]([CH2:57][C:58]2[S:59][C:60]([C:69]3[N:74]=[CH:73][CH:72]=[CH:71][N:70]=3)=[CH:61][CH:62]=2)[CH:51]=1)[C:12]1[CH:17]=[CH:16][CH:15]=[CH:14][CH:13]=1, predict the reactants needed to synthesize it.